This data is from Orexin1 receptor HTS with 218,158 compounds and 233 confirmed actives. The task is: Binary Classification. Given a drug SMILES string, predict its activity (active/inactive) in a high-throughput screening assay against a specified biological target. (1) The molecule is FC(F)(F)c1nc(N2CCOCC2)nc(c2c(OC)cccc2)c1. The result is 0 (inactive). (2) The drug is S(=O)(=O)(N\N=C\c1ccc(OCC(=O)N2CCOCC2)cc1)c1ccccc1. The result is 0 (inactive). (3) The compound is Clc1cc(S(=O)(=O)N2CCC(CC2)C(=O)NCC2OCCC2)c(OC)cc1. The result is 0 (inactive). (4) The drug is O=c1n(nc(c2c1nn(c2C)c1ccc(cc1)C)C)CCCC(=O)NCCc1c(OC)cccc1. The result is 0 (inactive). (5) The compound is O=C(N1CC(CCC1)CCC(=O)NCc1cc(OC)ccc1)c1c(occ1)C. The result is 0 (inactive). (6) The drug is s1c2c(nc1SCC(OC)=O)ccc(NC(=O)C)c2. The result is 0 (inactive). (7) The drug is Clc1c(S(=O)(=O)N)cc(C2(O)NC(=O)c3c2cccc3)cc1. The result is 0 (inactive). (8) The drug is s1c(C(=O)NC(C)(C)C(OC)=O)ccc1. The result is 0 (inactive).